From a dataset of Full USPTO retrosynthesis dataset with 1.9M reactions from patents (1976-2016). Predict the reactants needed to synthesize the given product. (1) The reactants are: [F:1][C:2]1[CH:7]=[C:6]([OH:8])[CH:5]=[C:4]([F:9])[C:3]=1[C:10]1[N:15]=[C:14]([C:16]([O:18][CH3:19])=[O:17])[CH:13]=[CH:12][C:11]=1[F:20].[O:21]1[CH2:25][CH2:24][C@H:23](O)[CH2:22]1.C1(P(C2C=CC=CC=2)C2C=CC=CC=2)C=CC=CC=1.CC(OC(/N=N/C(OC(C)C)=O)=O)C. Given the product [F:1][C:2]1[CH:7]=[C:6]([O:8][C@@H:23]2[CH2:24][CH2:25][O:21][CH2:22]2)[CH:5]=[C:4]([F:9])[C:3]=1[C:10]1[N:15]=[C:14]([C:16]([O:18][CH3:19])=[O:17])[CH:13]=[CH:12][C:11]=1[F:20], predict the reactants needed to synthesize it. (2) Given the product [S:1]([O:11][CH2:12][C@:13]1([O:34][C@H:33]([CH2:35][OH:36])[C@@H:24]([O:25][CH2:26][C:27]2[CH:32]=[CH:31][CH:30]=[CH:29][CH:28]=2)[C@@H:15]1[O:16][CH2:17][C:18]1[CH:23]=[CH:22][CH:21]=[CH:20][CH:19]=1)[OH:14])([C:4]1[CH:5]=[CH:6][C:7]([CH3:8])=[CH:9][CH:10]=1)(=[O:2])=[O:3], predict the reactants needed to synthesize it. The reactants are: [S:1]([O:11][CH2:12][C@:13]1([O:34][C@H:33]([CH2:35][O:36][Si](C(C)(C)C)(C)C)[C@@H:24]([O:25][CH2:26][C:27]2[CH:32]=[CH:31][CH:30]=[CH:29][CH:28]=2)[C@@H:15]1[O:16][CH2:17][C:18]1[CH:23]=[CH:22][CH:21]=[CH:20][CH:19]=1)[OH:14])([C:4]1[CH:10]=[CH:9][C:7]([CH3:8])=[CH:6][CH:5]=1)(=[O:3])=[O:2].[F-].C([N+](CCCC)(CCCC)CCCC)CCC. (3) The reactants are: [Cl:1][C:2]1[CH:12]=[CH:11][C:5]([O:6][CH2:7][C:8]([OH:10])=[O:9])=[C:4]([CH2:13][N:14]2[CH2:19][CH2:18][N:17]([S:20]([C:23]3[CH:28]=[CH:27][CH:26]=[CH:25][CH:24]=3)(=[O:22])=[O:21])[CH2:16][CH:15]2[CH3:29])[CH:3]=1.[CH:30]1C=CC(CS(Cl)(=O)=O)=CC=1. Given the product [Cl:1][C:2]1[CH:12]=[CH:11][C:5]([O:6][CH2:7][C:8]([OH:10])=[O:9])=[C:4]([CH2:13][N:14]2[CH2:19][CH2:18][N:17]([S:20]([CH2:23][C:24]3[CH:30]=[CH:28][CH:27]=[CH:26][CH:25]=3)(=[O:21])=[O:22])[CH2:16][CH:15]2[CH3:29])[CH:3]=1, predict the reactants needed to synthesize it. (4) Given the product [C:1]([O:5][C:6]([CH:8]([C:9]1[CH:10]=[CH:11][C:12]([C:13]([O:15][CH3:16])=[O:14])=[CH:17][CH:18]=1)[CH2:20][CH:21]1[CH2:26][CH2:25][O:24][CH2:23][CH2:22]1)=[O:7])([CH3:3])([CH3:2])[CH3:4], predict the reactants needed to synthesize it. The reactants are: [C:1]([O:5][C:6]([CH2:8][C:9]1[CH:18]=[CH:17][C:12]([C:13]([O:15][CH3:16])=[O:14])=[CH:11][CH:10]=1)=[O:7])([CH3:4])([CH3:3])[CH3:2].I[CH2:20][CH:21]1[CH2:26][CH2:25][O:24][CH2:23][CH2:22]1. (5) The reactants are: [Cl:1][C:2]1[CH:7]=[CH:6][C:5]([C:8]2[C:12]3[CH2:13][N:14]([S:17]([CH3:20])(=[O:19])=[O:18])[CH2:15][CH2:16][C:11]=3[N:10]([CH2:21][CH2:22][CH2:23][N:24]3[CH2:29][CH2:28][O:27][CH2:26][CH2:25]3)[N:9]=2)=[CH:4][C:3]=1[C:30]#[C:31][C:32]1[CH:41]=[C:40]2[C:35]([CH2:36][C@@H:37]([C:49]([O:51][CH3:52])=[O:50])[N:38](C(OC(C)(C)C)=O)[CH2:39]2)=[CH:34][CH:33]=1.C(O)(C(F)(F)F)=O. Given the product [Cl:1][C:2]1[CH:7]=[CH:6][C:5]([C:8]2[C:12]3[CH2:13][N:14]([S:17]([CH3:20])(=[O:18])=[O:19])[CH2:15][CH2:16][C:11]=3[N:10]([CH2:21][CH2:22][CH2:23][N:24]3[CH2:25][CH2:26][O:27][CH2:28][CH2:29]3)[N:9]=2)=[CH:4][C:3]=1[C:30]#[C:31][C:32]1[CH:41]=[C:40]2[C:35]([CH2:36][C@@H:37]([C:49]([O:51][CH3:52])=[O:50])[NH:38][CH2:39]2)=[CH:34][CH:33]=1, predict the reactants needed to synthesize it.